Dataset: Peptide-MHC class II binding affinity with 134,281 pairs from IEDB. Task: Regression. Given a peptide amino acid sequence and an MHC pseudo amino acid sequence, predict their binding affinity value. This is MHC class II binding data. (1) The peptide sequence is VTKKEEPVNIEAEPP. The MHC is DRB1_1501 with pseudo-sequence DRB1_1501. The binding affinity (normalized) is 0.104. (2) The peptide sequence is MLVLTHGLASVVVHT. The MHC is DRB1_0701 with pseudo-sequence DRB1_0701. The binding affinity (normalized) is 0.691. (3) The peptide sequence is EKKYVAATQFEPLAA. The MHC is HLA-DQA10401-DQB10402 with pseudo-sequence HLA-DQA10401-DQB10402. The binding affinity (normalized) is 0.551.